This data is from NCI-60 drug combinations with 297,098 pairs across 59 cell lines. The task is: Regression. Given two drug SMILES strings and cell line genomic features, predict the synergy score measuring deviation from expected non-interaction effect. (1) Drug 1: CC1=C(C=C(C=C1)NC2=NC=CC(=N2)N(C)C3=CC4=NN(C(=C4C=C3)C)C)S(=O)(=O)N.Cl. Drug 2: CC1=C(C(CCC1)(C)C)C=CC(=CC=CC(=CC(=O)O)C)C. Cell line: 786-0. Synergy scores: CSS=0.218, Synergy_ZIP=-0.0680, Synergy_Bliss=1.06, Synergy_Loewe=-0.198, Synergy_HSA=-0.414. (2) Drug 1: CC(C1=C(C=CC(=C1Cl)F)Cl)OC2=C(N=CC(=C2)C3=CN(N=C3)C4CCNCC4)N. Drug 2: C#CCC(CC1=CN=C2C(=N1)C(=NC(=N2)N)N)C3=CC=C(C=C3)C(=O)NC(CCC(=O)O)C(=O)O. Cell line: LOX IMVI. Synergy scores: CSS=8.87, Synergy_ZIP=-12.5, Synergy_Bliss=-21.1, Synergy_Loewe=-20.6, Synergy_HSA=-20.3. (3) Drug 2: CC1C(C(CC(O1)OC2CC(CC3=C2C(=C4C(=C3O)C(=O)C5=CC=CC=C5C4=O)O)(C(=O)C)O)N)O. Cell line: SR. Synergy scores: CSS=41.2, Synergy_ZIP=-14.1, Synergy_Bliss=-23.2, Synergy_Loewe=-21.0, Synergy_HSA=-19.8. Drug 1: C1C(C(OC1N2C=NC3=C(N=C(N=C32)Cl)N)CO)O. (4) Drug 1: CC1=CC2C(CCC3(C2CCC3(C(=O)C)OC(=O)C)C)C4(C1=CC(=O)CC4)C. Drug 2: CN(CC1=CN=C2C(=N1)C(=NC(=N2)N)N)C3=CC=C(C=C3)C(=O)NC(CCC(=O)O)C(=O)O. Cell line: RXF 393. Synergy scores: CSS=12.6, Synergy_ZIP=-2.33, Synergy_Bliss=-0.162, Synergy_Loewe=-17.8, Synergy_HSA=-3.35. (5) Drug 1: CN(C)N=NC1=C(NC=N1)C(=O)N. Drug 2: CCC1=C2CN3C(=CC4=C(C3=O)COC(=O)C4(CC)O)C2=NC5=C1C=C(C=C5)O. Cell line: OVCAR-5. Synergy scores: CSS=13.4, Synergy_ZIP=-7.24, Synergy_Bliss=0.888, Synergy_Loewe=-18.0, Synergy_HSA=-0.268. (6) Drug 1: CC1=C2C(C(=O)C3(C(CC4C(C3C(C(C2(C)C)(CC1OC(=O)C(C(C5=CC=CC=C5)NC(=O)OC(C)(C)C)O)O)OC(=O)C6=CC=CC=C6)(CO4)OC(=O)C)OC)C)OC. Drug 2: CN(CCCl)CCCl.Cl. Cell line: SN12C. Synergy scores: CSS=26.5, Synergy_ZIP=-9.38, Synergy_Bliss=-7.62, Synergy_Loewe=-10.0, Synergy_HSA=-3.76. (7) Drug 1: CCN(CC)CCNC(=O)C1=C(NC(=C1C)C=C2C3=C(C=CC(=C3)F)NC2=O)C. Drug 2: C1CC(=O)NC(=O)C1N2C(=O)C3=CC=CC=C3C2=O. Cell line: HOP-62. Synergy scores: CSS=2.95, Synergy_ZIP=-2.86, Synergy_Bliss=-14.8, Synergy_Loewe=0.278, Synergy_HSA=-14.4.